Dataset: NCI-60 drug combinations with 297,098 pairs across 59 cell lines. Task: Regression. Given two drug SMILES strings and cell line genomic features, predict the synergy score measuring deviation from expected non-interaction effect. (1) Drug 1: CC(CN1CC(=O)NC(=O)C1)N2CC(=O)NC(=O)C2. Drug 2: CC1=CC=C(C=C1)C2=CC(=NN2C3=CC=C(C=C3)S(=O)(=O)N)C(F)(F)F. Cell line: CCRF-CEM. Synergy scores: CSS=64.7, Synergy_ZIP=-1.74, Synergy_Bliss=0.827, Synergy_Loewe=-0.826, Synergy_HSA=2.14. (2) Drug 1: CCCS(=O)(=O)NC1=C(C(=C(C=C1)F)C(=O)C2=CNC3=C2C=C(C=N3)C4=CC=C(C=C4)Cl)F. Drug 2: CC1C(C(CC(O1)OC2CC(CC3=C2C(=C4C(=C3O)C(=O)C5=C(C4=O)C(=CC=C5)OC)O)(C(=O)C)O)N)O.Cl. Cell line: LOX IMVI. Synergy scores: CSS=54.1, Synergy_ZIP=4.78, Synergy_Bliss=6.51, Synergy_Loewe=10.8, Synergy_HSA=13.0.